From a dataset of Reaction yield outcomes from USPTO patents with 853,638 reactions. Predict the reaction yield, written as a fraction of the theoretical maximum amount of product (1.0 means a 100% yield; for example, 0.34 means a 34% yield). (1) The yield is 0.960. The product is [C:1]1([S:7]([N:11]2[C:19]3[C:14](=[CH:15][CH:16]=[CH:17][CH:18]=3)[CH2:13][CH2:12]2)(=[O:9])=[O:8])[CH:6]=[CH:5][CH:4]=[CH:3][CH:2]=1. The reactants are [C:1]1([S:7](Cl)(=[O:9])=[O:8])[CH:6]=[CH:5][CH:4]=[CH:3][CH:2]=1.[NH:11]1[C:19]2[C:14](=[CH:15][CH:16]=[CH:17][CH:18]=2)[CH2:13][CH2:12]1.CCN(CC)CC. The catalyst is CN(C1C=CN=CC=1)C.C(Cl)Cl. (2) The reactants are [CH3:1][Si:2]([N-:5][Si:6]([CH3:9])([CH3:8])[CH3:7])([CH3:4])[CH3:3].[Li+].Cl[C@@H:12]([B:17]1[O:21][C@@H:20]2[CH2:22][C@@H:23]3[CH2:26][C@H:25]([C@:19]2([CH3:29])[O:18]1)[C:24]3([CH3:28])[CH3:27])[CH2:13][CH:14]([CH3:16])[CH3:15]. The catalyst is O1CCCC1. The product is [CH3:1][Si:2]([CH3:4])([CH3:3])[N:5]([C@H:12]([B:17]1[O:21][C@@H:20]2[CH2:22][C@@H:23]3[CH2:26][C@H:25]([C@:19]2([CH3:29])[O:18]1)[C:24]3([CH3:27])[CH3:28])[CH2:13][CH:14]([CH3:16])[CH3:15])[Si:6]([CH3:9])([CH3:8])[CH3:7]. The yield is 1.00.